This data is from Reaction yield outcomes from USPTO patents with 853,638 reactions. The task is: Predict the reaction yield, written as a fraction of the theoretical maximum amount of product (1.0 means a 100% yield; for example, 0.34 means a 34% yield). (1) The reactants are O[CH:2]1[C:6]2[C:7]([CH3:21])=[C:8]([NH:13][C:14](=[O:20])[CH2:15][C:16]([CH3:19])([CH3:18])[CH3:17])[C:9]([CH3:12])=[C:10]([CH3:11])[C:5]=2[O:4][C:3]1([CH3:23])[CH3:22].C(N(CC)CC)C.CS(Cl)(=O)=O.[NH:36]1[CH2:41][CH2:40][CH2:39][CH2:38][CH2:37]1. The catalyst is ClCCl.O. The product is [CH3:19][C:16]([CH3:17])([CH3:18])[CH2:15][C:14]([NH:13][C:8]1[C:9]([CH3:12])=[C:10]([CH3:11])[C:5]2[O:4][C:3]([CH3:22])([CH3:23])[CH:2]([N:36]3[CH2:41][CH2:40][CH2:39][CH2:38][CH2:37]3)[C:6]=2[C:7]=1[CH3:21])=[O:20]. The yield is 0.500. (2) The reactants are F[C:2]1[CH:7]=[C:6]([B:8]2[O:12][C:11]([CH3:14])([CH3:13])[C:10]([CH3:16])([CH3:15])[O:9]2)[CH:5]=[CH:4][N:3]=1.Cl.[F:18][C:19]1([F:24])[CH2:23][CH2:22][NH:21][CH2:20]1.C([O-])([O-])=O.[K+].[K+]. The catalyst is CN1C(=O)CCC1. The product is [F:18][C:19]1([F:24])[CH2:23][CH2:22][N:21]([C:2]2[CH:7]=[C:6]([B:8]3[O:12][C:11]([CH3:14])([CH3:13])[C:10]([CH3:16])([CH3:15])[O:9]3)[CH:5]=[CH:4][N:3]=2)[CH2:20]1. The yield is 0.170. (3) The reactants are [F:1][C:2]([F:21])([F:20])[C:3]1[CH:8]=[CH:7][C:6]([C:9]2[CH:14]=[CH:13][C:12]([CH2:15][CH:16]([OH:19])[CH2:17][CH3:18])=[CH:11][CH:10]=2)=[CH:5][CH:4]=1.[CH2:22]([O:24][C:25](=[O:33])[C:26]1[CH:31]=[CH:30][C:29](O)=[CH:28][CH:27]=1)C.N(C(N1CCCCC1)=O)=NC(N1CCCCC1)=O.C(P(CCCC)CCCC)CCC. The catalyst is C1(C)C=CC=CC=1.C(OCC)(=O)C.C(OCC)(=O)C.CCCCCC. The product is [CH3:22][O:24][C:25](=[O:33])[C:26]1[CH:31]=[CH:30][C:29]([O:19][CH:16]([CH2:15][C:12]2[CH:13]=[CH:14][C:9]([C:6]3[CH:5]=[CH:4][C:3]([C:2]([F:20])([F:21])[F:1])=[CH:8][CH:7]=3)=[CH:10][CH:11]=2)[CH2:17][CH3:18])=[CH:28][CH:27]=1. The yield is 0.380.